This data is from Full USPTO retrosynthesis dataset with 1.9M reactions from patents (1976-2016). The task is: Predict the reactants needed to synthesize the given product. Given the product [CH3:11][O:10][C:9]1[CH:8]=[CH:7][C:6]([S:12]([NH2:15])(=[O:13])=[O:14])=[CH:5][C:4]=1[NH:1][C:2]([NH2:23])=[S:3], predict the reactants needed to synthesize it. The reactants are: [N:1]([C:4]1[CH:5]=[C:6]([S:12]([NH2:15])(=[O:14])=[O:13])[CH:7]=[CH:8][C:9]=1[O:10][CH3:11])=[C:2]=[S:3].CC1C=CC(C([NH2:23])=O)=CC=1NC(N)=S.N.